From a dataset of Forward reaction prediction with 1.9M reactions from USPTO patents (1976-2016). Predict the product of the given reaction. Given the reactants I[C:2]1[CH:3]=[C:4]([Br:11])[CH:5]=[C:6]([CH:10]=1)[C:7]([OH:9])=[O:8].[OH-:12].[Na+], predict the reaction product. The product is: [Br:11][C:4]1[CH:5]=[C:6]([CH:10]=[C:2]([OH:12])[CH:3]=1)[C:7]([OH:9])=[O:8].